From a dataset of Forward reaction prediction with 1.9M reactions from USPTO patents (1976-2016). Predict the product of the given reaction. Given the reactants [C:1]([CH:9]1[CH2:13][O:12][C:11](=[O:14])[CH2:10]1)(=O)[C:2]1[CH:7]=[CH:6][CH:5]=[CH:4][CH:3]=1, predict the reaction product. The product is: [CH2:1]([CH:9]1[CH2:13][O:12][C:11](=[O:14])[CH2:10]1)[C:2]1[CH:7]=[CH:6][CH:5]=[CH:4][CH:3]=1.